Predict the product of the given reaction. From a dataset of Forward reaction prediction with 1.9M reactions from USPTO patents (1976-2016). (1) Given the reactants [Cl:1][C:2]1[CH:12]=[CH:11][CH:10]=[C:9]([Si:13]([CH3:16])([CH3:15])[CH3:14])[C:3]=1[C:4]([NH:6][CH2:7][CH3:8])=[O:5].[CH3:17]N(CCN(C)C)C.[Li]C(C)(C)C.CCCCC.CI, predict the reaction product. The product is: [Cl:1][C:2]1[CH:12]=[CH:11][CH:10]=[C:9]([Si:13]([CH2:15][CH3:17])([CH3:14])[CH3:16])[C:3]=1[C:4]([NH:6][CH2:7][CH3:8])=[O:5]. (2) Given the reactants [CH3:1][N:2]1[C:6](B(O)O)=[CH:5][CH:4]=[N:3]1.Br[C:11]1[CH:16]=[CH:15][C:14]([CH3:17])=[CH:13][CH:12]=1, predict the reaction product. The product is: [CH3:17][C:14]1[CH:15]=[CH:16][C:11]([C:6]2[N:2]([CH3:1])[N:3]=[CH:4][CH:5]=2)=[CH:12][CH:13]=1. (3) Given the reactants [N+:1]([C:4]1[C:5]([CH:14]([C:16]2[CH:21]=[CH:20][CH:19]=[CH:18][CH:17]=2)[OH:15])=[CH:6][CH:7]=[C:8]2[C:13]=1[N:12]=[CH:11][CH:10]=[CH:9]2)([O-])=O, predict the reaction product. The product is: [NH2:1][C:4]1[C:5]([CH:14]([C:16]2[CH:17]=[CH:18][CH:19]=[CH:20][CH:21]=2)[OH:15])=[CH:6][CH:7]=[C:8]2[C:13]=1[N:12]=[CH:11][CH:10]=[CH:9]2.